This data is from Experimentally validated miRNA-target interactions with 360,000+ pairs, plus equal number of negative samples. The task is: Binary Classification. Given a miRNA mature sequence and a target amino acid sequence, predict their likelihood of interaction. (1) The miRNA is hsa-miR-7847-3p with sequence CGUGGAGGACGAGGAGGAGGC. The protein sequence of the target gene is MLLWSLLVIFDAVTEQADSLTLVAPSSVFEGDSIVLKCQGEQNWKIQKMAYHKDNKELSVFKKFSDFLIQSAVLSDSGNYFCSTKGQLFLWDKTSNIVKIKVQELFQRPVLTASSFQPIEGGPVSLKCETRLSPQRLDVQLQFCFFRENQVLGSGWSSSPELQISAVWSEDTGSYWCKAETVTHRIRKQSLQSQIHVQRIPISNVSLEIRAPGGQVTEGQKLILLCSVAGGTGNVTFSWYREATGTSMGKKTQRSLSAELEIPAVKESDAGKYYCRADNGHVPIQSKVVNIPVRIPVSRP.... Result: 0 (no interaction). (2) The miRNA is hsa-miR-548az-5p with sequence CAAAAGUGAUUGUGGUUUUUGC. The protein sequence of the target gene is MELYETSPYFYQEPHFYDGENYLPVHLQGFEPPGYERTELSLSPEARGPLEEKGLGTPEHCPGQCLPWACKVCKRKSVSVDRRRAATLREKRRLKKVNEAFEALKRSTLLNPNQRLPKVEILRSAIQYIERLQALLSSLNQEERDLRYRGGGGPQPMVPSECNSHSASCSPEWGNALEFGPNPGDHLLAADPTDAHNLHSLTSIVDSITVEDMSVAFPDETMPN. Result: 0 (no interaction). (3) The miRNA is mmu-miR-301b-3p with sequence CAGUGCAAUGGUAUUGUCAAAGC. The protein sequence of the target gene is MVAPVLKSFQAEVVALSKRSREAEAAFLSVYKQLIEAPDPVPSFEVARTLDDRLQRPSFDPSGQRLQDVHIAWKRCPEPPSAREQNEGTCPTGHTPANGNHLPGPEDTLVTDTLLQKNEAERQKGLQEVHITLAARLGEAEEKIKVLHSALKATQTELLELRRKYDEEAASKADEVGLIMTNLEKANQRAEAAQREVESLREQLASVNSSIRLACCSPQGPSGEKVSFALCSGPRLEAALASKDREILRLLKDAQQLRHSLQELEEVSANQIADLERQLAAKSEAIEKLQEKLEAQADYE.... Result: 0 (no interaction). (4) The miRNA is mmu-miR-7007-3p with sequence CCCAUCCACGUUUCUUCU. The protein sequence of the target gene is MLLAWVHTFLLSNMLLAEAYGSGGCFWDNGHLYREDQPSPAPGLRCLNWLAAQGSRESLTEPSPGNHNYCRNPDQDPRGPWCYISSETGVPEKRPCEDVSCPETTSQAPPPSSAMELEEKSGAPGDKEAQVFPPANALPARSEAAEVQPVIGISQLVRMNSKEKKDLGTLGYVLGITMMVIILAIGAGIIVGYTYKRGKDLKEQHEKKACEREMQRITLPLSAFTNPTCETVDENTIIVHSNQTPADVQEGSTLLTGQAGTPGA. Result: 0 (no interaction). (5) The miRNA is hsa-miR-6763-5p with sequence CUGGGGAGUGGCUGGGGAG. The protein sequence of the target gene is MMMCAATASPAAASSGPGGDGFFAAATISSSPAPGALFMPVPDGSVAAAGLGLGLPTTDSRGHYQLLLSGRALADRYRRIYTTALSDRDQAGSSTGHPASRNKKILNKKKLKRKQKSKSKVKTRSKSENVENTVIIPDIKLHSNPSAFNIYCNVRHCVLEWQKKETSLAAASKNSVQSGESDSDEEEESREPPIKLPKIIEVGLCEVFELIKETRFSHPSLCLRSLQALLNVLQGQQPEGLQSEPPEVLESLFQLLLEITVRSTGMNDSTGQSLTALSCACLFSLVASWGETGRTLQAIS.... Result: 0 (no interaction). (6) The miRNA is hsa-miR-147a with sequence GUGUGUGGAAAUGCUUCUGC. The protein sequence of the target gene is MSKLSFRARALDASKPLPVFRCEDLPDLHEYASINRAVPQMPTGMEKEEESEHHLQRAISAQQVYGEKRDNMVIPVPEAESNIAYYESIYPGEFRMPKQLIHIQPFSLDAEQPDYDLDSEDEVFVNKLKKKMDICPLQFEEMIDRLEKGSGQQPVSLQEAKLLLKEDDELIREVYEYWIKKRKTCRGSSLIPLVKQEKRDGSSTNDPYVAFRRRTEKMQTRKNRKNDEASYEKMLKLRRDLSRAVTILEMIKRREKSKRELLHLTLEIMEKRYNLGDYSGEIMSEVMAQRQPVKPTYAIP.... Result: 0 (no interaction).